Dataset: Reaction yield outcomes from USPTO patents with 853,638 reactions. Task: Predict the reaction yield, written as a fraction of the theoretical maximum amount of product (1.0 means a 100% yield; for example, 0.34 means a 34% yield). (1) The reactants are [CH3:1][C:2]([C:13]1[NH:14][C:15]2[C:20]([CH:21]=1)=[CH:19][C:18]([N+:22]([O-])=O)=[CH:17][CH:16]=2)([CH3:12])[CH2:3][NH:4][C:5](=[O:11])[O:6][C:7]([CH3:10])([CH3:9])[CH3:8].C([O-])=O.[NH4+]. The catalyst is C1COCC1.O.[Pd]. The product is [NH2:22][C:18]1[CH:19]=[C:20]2[C:15](=[CH:16][CH:17]=1)[NH:14][C:13]([C:2]([CH3:12])([CH3:1])[CH2:3][NH:4][C:5](=[O:11])[O:6][C:7]([CH3:9])([CH3:8])[CH3:10])=[CH:21]2. The yield is 0.800. (2) The reactants are B(C1C=CC(CCCC(O)=O)=CC=1)(O)O.[C:16]([C:18]1[CH:19]=[C:20]([NH:29][C:30](=[O:49])[CH2:31][CH2:32][CH2:33][C:34]2[CH:39]=[CH:38][C:37]([B:40]3[O:45]CC(C)(C)C[O:41]3)=[CH:36][C:35]=2[CH3:48])[CH:21]=[CH:22][C:23]=1[S:24]([CH2:27][CH3:28])(=[O:26])=[O:25])#[N:17].[OH-].[Na+]. No catalyst specified. The product is [C:16]([C:18]1[CH:19]=[C:20]([NH:29][C:30](=[O:49])[CH2:31][CH2:32][CH2:33][C:34]2[CH:39]=[CH:38][C:37]([B:40]([OH:41])[OH:45])=[CH:36][C:35]=2[CH3:48])[CH:21]=[CH:22][C:23]=1[S:24]([CH2:27][CH3:28])(=[O:26])=[O:25])#[N:17]. The yield is 0.620. (3) The reactants are [CH3:1][CH:2](/[CH:4]=[CH:5]/[CH2:6][CH2:7][CH2:8][CH2:9][C:10]([NH:12][CH2:13][C:14]1[CH:15]=[CH:16][C:17]([OH:22])=[C:18]([O:20][CH3:21])[CH:19]=1)=[O:11])[CH3:3].C([O-])([O-])=O.[K+].[K+].[I-].[Na+].P(O)([O-])([O-])=O.[Na+].[Na+].Br[CH2:39][CH2:40][CH2:41][CH2:42][CH2:43][C:44]([O:46][CH3:47])=[O:45]. The catalyst is CC(C)=O. The product is [CH3:47][O:46][C:44](=[O:45])[CH2:43][CH2:42][CH2:41][CH2:40][CH2:39][O:22][C:17]1[CH:16]=[CH:15][C:14]([CH2:13][NH:12][C:10](=[O:11])[CH2:9][CH2:8][CH2:7][CH2:6][CH:5]=[CH:4][CH:2]([CH3:1])[CH3:3])=[CH:19][C:18]=1[O:20][CH3:21]. The yield is 0.528.